This data is from Full USPTO retrosynthesis dataset with 1.9M reactions from patents (1976-2016). The task is: Predict the reactants needed to synthesize the given product. Given the product [OH:1][C@H:2]([C:9]1[N:10]=[C:11](/[C:14](=[N:19]/[NH:18][C:17]([O:21][CH2:22][CH3:23])=[O:20])/[CH3:15])[NH:12][CH:13]=1)[C@H:3]([OH:8])[C@H:4]([OH:7])[CH2:5][OH:6], predict the reactants needed to synthesize it. The reactants are: [OH:1][C@H:2]([C:9]1[N:10]=[C:11]([C:14](=O)[CH3:15])[NH:12][CH:13]=1)[C@H:3]([OH:8])[C@H:4]([OH:7])[CH2:5][OH:6].[C:17]([O:21][CH2:22][CH3:23])(=[O:20])[NH:18][NH2:19].